From a dataset of Full USPTO retrosynthesis dataset with 1.9M reactions from patents (1976-2016). Predict the reactants needed to synthesize the given product. (1) Given the product [CH3:30][O:31][C:32]1[CH:33]=[C:34]([NH:40][C:41]([NH:1][C:2]2[CH:3]=[CH:4][C:5]([O:12][CH:13]([C:20]3[CH:25]=[CH:24][CH:23]=[C:22]([C:26]([F:27])([F:28])[F:29])[CH:21]=3)[C:14]3[CH:15]=[CH:16][CH:17]=[CH:18][CH:19]=3)=[C:6]([CH:11]=2)[C:7]([O:9][CH3:10])=[O:8])=[O:42])[CH:35]=[CH:36][C:37]=1[O:38][CH3:39], predict the reactants needed to synthesize it. The reactants are: [NH2:1][C:2]1[CH:3]=[CH:4][C:5]([O:12][CH:13]([C:20]2[CH:25]=[CH:24][CH:23]=[C:22]([C:26]([F:29])([F:28])[F:27])[CH:21]=2)[C:14]2[CH:19]=[CH:18][CH:17]=[CH:16][CH:15]=2)=[C:6]([CH:11]=1)[C:7]([O:9][CH3:10])=[O:8].[CH3:30][O:31][C:32]1[CH:33]=[C:34]([N:40]=[C:41]=[O:42])[CH:35]=[CH:36][C:37]=1[O:38][CH3:39]. (2) Given the product [CH3:2][O:3][C:4](=[O:14])[CH2:5][C:6]1[CH:11]=[CH:10][CH:9]=[C:8]([CH2:12][NH:13][S:28]([C:24]2[CH:23]=[N:22][CH:27]=[CH:26][CH:25]=2)(=[O:30])=[O:29])[CH:7]=1, predict the reactants needed to synthesize it. The reactants are: Cl.[CH3:2][O:3][C:4](=[O:14])[CH2:5][C:6]1[CH:11]=[CH:10][CH:9]=[C:8]([CH2:12][NH2:13])[CH:7]=1.C(NC(C)C)(C)C.[N:22]1[CH:27]=[CH:26][CH:25]=[C:24]([S:28](Cl)(=[O:30])=[O:29])[CH:23]=1.Cl.